This data is from Forward reaction prediction with 1.9M reactions from USPTO patents (1976-2016). The task is: Predict the product of the given reaction. Given the reactants C(NC(C)C)(C)C.[CH3:8][O:9][CH2:10][CH2:11][C:12]#[CH:13].Br[C:15]1[CH:20]=[C:19]([Br:21])[CH:18]=[C:17]([CH3:22])[N:16]=1, predict the reaction product. The product is: [Br:21][C:19]1[CH:18]=[C:17]([CH3:22])[N:16]=[C:15]([C:13]#[C:12][CH2:11][CH2:10][O:9][CH3:8])[CH:20]=1.